From a dataset of Full USPTO retrosynthesis dataset with 1.9M reactions from patents (1976-2016). Predict the reactants needed to synthesize the given product. (1) Given the product [CH3:16][O:17][C:18]1[CH:19]=[C:20]([CH:24]=[C:25]([N+:27]([O-:29])=[O:28])[CH:26]=1)[C:9]([O:11][C:12]([CH3:13])([CH3:14])[CH3:15])=[O:10], predict the reactants needed to synthesize it. The reactants are: [C:9](O[C:9]([O:11][C:12]([CH3:15])([CH3:14])[CH3:13])=[O:10])([O:11][C:12]([CH3:15])([CH3:14])[CH3:13])=[O:10].[CH3:16][O:17][C:18]1[CH:19]=[C:20]([CH:24]=[C:25]([N+:27]([O-:29])=[O:28])[CH:26]=1)C(O)=O.C(O)(C)(C)C. (2) Given the product [ClH:23].[C:1]([C:5]1[CH:10]=[CH:9][CH:8]=[CH:7][C:6]=1[S:11][CH:12]1[CH2:13][NH:14][CH2:15]1)([CH3:4])([CH3:2])[CH3:3], predict the reactants needed to synthesize it. The reactants are: [C:1]([C:5]1[CH:10]=[CH:9][CH:8]=[CH:7][C:6]=1[S:11][CH:12]1[CH2:15][N:14](C(OC(C)(C)C)=O)[CH2:13]1)([CH3:4])([CH3:3])[CH3:2].[ClH:23]. (3) Given the product [Cl:1][C:2]1[C:10]2[C:5](=[CH:6][CH:7]=[CH:8][CH:9]=2)[NH:4][C:3]=1[C:11]([OH:13])=[O:12], predict the reactants needed to synthesize it. The reactants are: [Cl:1][C:2]1[C:10]2[C:5](=[CH:6][CH:7]=[CH:8][CH:9]=2)[NH:4][C:3]=1[C:11]([O:13]CC)=[O:12].O[Li].O.Cl. (4) Given the product [Cl:8][C:9]1[CH:14]=[C:13]([N:4]2[CH2:5][CH2:6][CH2:7][C@H:3]2[CH2:1][CH3:2])[N:12]=[C:11]([NH:16][CH3:17])[N:10]=1, predict the reactants needed to synthesize it. The reactants are: [CH2:1]([C@@H:3]1[CH2:7][CH2:6][CH2:5][NH:4]1)[CH3:2].[Cl:8][C:9]1[CH:14]=[C:13](Cl)[N:12]=[C:11]([NH:16][CH3:17])[N:10]=1. (5) Given the product [C:22]([C:19]1[CH:18]=[CH:17][C:16]([C:13]2[O:12][C:11]([C@H:10]([NH:24][C:25]3[CH:32]=[CH:31][C:28]([C:29]#[N:30])=[C:27]([C:33]([F:34])([F:36])[F:35])[C:26]=3[CH3:37])[C@@H:9]([OH:8])[CH3:38])=[N:15][N:14]=2)=[CH:21][CH:20]=1)#[N:23], predict the reactants needed to synthesize it. The reactants are: [Si]([O:8][C@@H:9]([CH3:38])[C@@H:10]([NH:24][C:25]1[CH:32]=[CH:31][C:28]([C:29]#[N:30])=[C:27]([C:33]([F:36])([F:35])[F:34])[C:26]=1[CH3:37])[C:11]1[O:12][C:13]([C:16]2[CH:21]=[CH:20][C:19]([C:22]#[N:23])=[CH:18][CH:17]=2)=[N:14][N:15]=1)(C(C)(C)C)(C)C.CCCC[N+](CCCC)(CCCC)CCCC.[F-].[NH4+].[Cl-].